This data is from Forward reaction prediction with 1.9M reactions from USPTO patents (1976-2016). The task is: Predict the product of the given reaction. (1) Given the reactants [N:1]1[CH:6]=[CH:5][CH:4]=[C:3](O)[CH:2]=1.CN([CH:11]=[O:12])C.C[C:14](C)([O-:16])C.[K+].COCCl, predict the reaction product. The product is: [CH3:14][O:16][CH2:11][O:12][C:2]1[CH:3]=[CH:4][CH:5]=[CH:6][N:1]=1. (2) Given the reactants [N:1]1([CH2:6][CH2:7][CH2:8][O:9][C:10]2[CH:15]=[CH:14][C:13]([C:16]3([C:22]#[N:23])[CH2:21][CH2:20][O:19][CH2:18][CH2:17]3)=[CH:12][CH:11]=2)[CH2:5][CH2:4][CH2:3][CH2:2]1.[C:24]([O:28][C:29]([N:31]1CCN(CCCCl)CC1)=[O:30])([CH3:27])([CH3:26])[CH3:25].C([O-])([O-])=O.[K+].[K+], predict the reaction product. The product is: [C:24]([O:28][C:29]([N:31]1[CH2:4][CH2:5][N:1]([CH2:6][CH2:7][CH2:8][O:9][C:10]2[CH:15]=[CH:14][C:13]([C:16]3([C:22]#[N:23])[CH2:21][CH2:20][O:19][CH2:18][CH2:17]3)=[CH:12][CH:11]=2)[CH2:2][CH2:3]1)=[O:30])([CH3:27])([CH3:26])[CH3:25]. (3) Given the reactants [CH2:1]([NH:4][CH2:5][CH2:6][CH3:7])[CH2:2][CH3:3].Cl[C:9]1[CH:14]=[CH:13][C:12]([N+:15]([O-:17])=[O:16])=[CH:11][N:10]=1, predict the reaction product. The product is: [N+:15]([C:12]1[CH:13]=[CH:14][C:9]([N:4]([CH2:5][CH2:6][CH3:7])[CH2:1][CH2:2][CH3:3])=[N:10][CH:11]=1)([O-:17])=[O:16]. (4) Given the reactants Cl[C:2]1[N:3]=[CH:4][C:5]2[C:10]([CH:11]=1)=[CH:9][CH:8]=[CH:7][CH:6]=2.[NH:12]1[CH2:17][CH2:16][NH:15][CH2:14][CH2:13]1, predict the reaction product. The product is: [N:12]1([C:2]2[N:3]=[CH:4][C:5]3[C:10]([CH:11]=2)=[CH:9][CH:8]=[CH:7][CH:6]=3)[CH2:17][CH2:16][NH:15][CH2:14][CH2:13]1. (5) Given the reactants [NH2:1][C:2]1[NH:6][N:5]=[C:4]([C:7]([CH3:12])([CH3:11])[CH2:8][CH2:9]O)[CH:3]=1.S(Cl)(Cl)=O.O1CCC[CH2:18]1, predict the reaction product. The product is: [CH3:11][C:7]1([CH3:12])[CH2:8][CH2:9][CH2:18][N:5]2[N:6]=[C:2]([NH2:1])[CH:3]=[C:4]12. (6) Given the reactants [C:1]1([NH:7]C(=O)C)[CH:6]=[CH:5][CH:4]=[CH:3][CH:2]=1.C(=O)([O-])[O-].[K+].[K+].Br[C:18]1[CH:23]=[CH:22][CH:21]=[C:20]([F:24])[CH:19]=1.[OH-].[K+], predict the reaction product. The product is: [F:24][C:20]1[CH:19]=[C:18]([CH:23]=[CH:22][CH:21]=1)[NH:7][C:1]1[CH:6]=[CH:5][CH:4]=[CH:3][CH:2]=1.